From a dataset of Forward reaction prediction with 1.9M reactions from USPTO patents (1976-2016). Predict the product of the given reaction. (1) Given the reactants C([N:8]1[CH2:14][C:13]2[N:15]=[CH:16][C:17]([N:19]3[CH2:24][CH2:23][CH2:22][CH2:21][CH:20]3[CH3:25])=[N:18][C:12]=2[O:11][CH2:10][CH2:9]1)C1C=CC=CC=1.C(OCC)(=O)C.[ClH:32], predict the reaction product. The product is: [ClH:32].[CH3:25][CH:20]1[CH2:21][CH2:22][CH2:23][CH2:24][N:19]1[C:17]1[CH:16]=[N:15][C:13]2[CH2:14][NH:8][CH2:9][CH2:10][O:11][C:12]=2[N:18]=1. (2) Given the reactants C([O:3][CH2:4][CH2:5][O:6][NH:7][C:8]([C:10]1[C:11]([NH:29][C:30]2[CH:35]=[CH:34][C:33]([I:36])=[CH:32][C:31]=2[F:37])=[C:12]2[C:16](=[CH:17][CH:18]=1)[N:15](S(C1C=CC(C)=CC=1)(=O)=O)[N:14]=[CH:13]2)=[O:9])=C.Cl, predict the reaction product. The product is: [OH:3][CH2:4][CH2:5][O:6][NH:7][C:8]([C:10]1[C:11]([NH:29][C:30]2[CH:35]=[CH:34][C:33]([I:36])=[CH:32][C:31]=2[F:37])=[C:12]2[C:16](=[CH:17][CH:18]=1)[NH:15][N:14]=[CH:13]2)=[O:9]. (3) Given the reactants NC1C=[N:4][C:5]2[C:10]([CH:11]=1)=[CH:9]C=CC=2.[CH:12]1[CH:17]=[C:16]2[CH:18]=[C:19]([N:22]=[C:23]=[S:24])[CH:20]=[N:21][C:15]2=[CH:14][CH:13]=1.O[CH2:26][C@@H:27](N)[CH2:28][CH:29]([CH3:31])[CH3:30].COC(=O)[C@H](CC(C)C)N.OCCN.CC(C)C[C@H](NCC(C)C)CO.[Cl-].C([NH3+])C(C)C, predict the reaction product. The product is: [N:21]1[C:15]2[C:16](=[CH:17][CH:12]=[CH:13][CH:14]=2)[CH:18]=[C:19]([N:22]=[C:23]2[N:4]([CH2:5][CH:10]([CH3:11])[CH3:9])[CH2:26][CH:27]([CH2:28][CH:29]([CH3:31])[CH3:30])[S:24]2)[CH:20]=1. (4) The product is: [Cl:29][C:30]1[CH:35]=[CH:34][CH:33]=[CH:32][C:31]=1[S:36]([N:17]1[CH2:18][CH2:19][C:12]2([C:11](=[O:21])[N:10]([C:7]3[CH:8]=[CH:9][C:4]([O:3][C:2]([F:1])([F:22])[F:23])=[CH:5][CH:6]=3)[CH2:14][CH2:13]2)[CH2:15][C:16]1=[O:20])(=[O:38])=[O:37]. Given the reactants [F:1][C:2]([F:23])([F:22])[O:3][C:4]1[CH:9]=[CH:8][C:7]([N:10]2[CH2:14][CH2:13][C:12]3([CH2:19][CH2:18][NH:17][C:16](=[O:20])[CH2:15]3)[C:11]2=[O:21])=[CH:6][CH:5]=1.C([Li])CCC.[Cl:29][C:30]1[CH:35]=[CH:34][CH:33]=[CH:32][C:31]=1[S:36](Cl)(=[O:38])=[O:37], predict the reaction product.